From a dataset of PAMPA (Parallel Artificial Membrane Permeability Assay) permeability data from NCATS. Regression/Classification. Given a drug SMILES string, predict its absorption, distribution, metabolism, or excretion properties. Task type varies by dataset: regression for continuous measurements (e.g., permeability, clearance, half-life) or binary classification for categorical outcomes (e.g., BBB penetration, CYP inhibition). Dataset: pampa_ncats. The result is 1 (high permeability). The drug is CC1=C(C=C(C=C1)NC(=O)N(CC2=CN(C3=CC=CC=C32)C)C4CCCCC4)C.